The task is: Predict the reactants needed to synthesize the given product.. This data is from Full USPTO retrosynthesis dataset with 1.9M reactions from patents (1976-2016). (1) Given the product [N+:10]([C:7]1[CH:6]=[CH:5][C:4]([C:3]2[N:13]=[C:15]([CH2:16][CH2:17][CH2:18][C:19]([O:21][CH3:22])=[O:20])[O:1][N:2]=2)=[CH:9][CH:8]=1)([O-:12])=[O:11], predict the reactants needed to synthesize it. The reactants are: [OH:1][N:2]=[C:3]([NH2:13])[C:4]1[CH:9]=[CH:8][C:7]([N+:10]([O-:12])=[O:11])=[CH:6][CH:5]=1.Cl[C:15](=O)[CH2:16][CH2:17][CH2:18][C:19]([O:21][CH3:22])=[O:20]. (2) Given the product [C:12]([O:11][C:9]([N:5]([CH2:4][C:3]([OH:16])=[O:2])[CH:6]([CH3:8])[CH3:7])=[O:10])([CH3:13])([CH3:15])[CH3:14], predict the reactants needed to synthesize it. The reactants are: C[O:2][C:3](=[O:16])[CH2:4][N:5]([C:9]([O:11][C:12]([CH3:15])([CH3:14])[CH3:13])=[O:10])[CH:6]([CH3:8])[CH3:7]. (3) Given the product [CH3:1][O:2][C:3]1[CH:4]=[C:5]([CH:8]=[CH:9][C:10]=1[N+:11]([O-:13])=[O:12])[CH2:6][Br:15], predict the reactants needed to synthesize it. The reactants are: [CH3:1][O:2][C:3]1[CH:4]=[C:5]([CH:8]=[CH:9][C:10]=1[N+:11]([O-:13])=[O:12])[CH2:6]O.C(Br)(Br)(Br)[Br:15].C1(P(C2C=CC=CC=2)C2C=CC=CC=2)C=CC=CC=1.